From a dataset of Peptide-MHC class I binding affinity with 185,985 pairs from IEDB/IMGT. Regression. Given a peptide amino acid sequence and an MHC pseudo amino acid sequence, predict their binding affinity value. This is MHC class I binding data. (1) The peptide sequence is YYRYNLPTM. The MHC is Patr-A0701 with pseudo-sequence Patr-A0701. The binding affinity (normalized) is 0.626. (2) The peptide sequence is QELGKYEQYI. The MHC is HLA-B44:02 with pseudo-sequence HLA-B44:02. The binding affinity (normalized) is 0.507. (3) The peptide sequence is MDVISDNHL. The MHC is H-2-Kd with pseudo-sequence H-2-Kd. The binding affinity (normalized) is 0.